From a dataset of Experimentally validated miRNA-target interactions with 360,000+ pairs, plus equal number of negative samples. Binary Classification. Given a miRNA mature sequence and a target amino acid sequence, predict their likelihood of interaction. (1) The miRNA is hsa-miR-520d-5p with sequence CUACAAAGGGAAGCCCUUUC. The protein sequence of the target gene is MADKLTRIAIVNHDKCKPKKCRQECKKSCPVVRMGKLCIEVTPQSKIAWISETLCIGCGICIKKCPFGALSIVNLPSNLEKETTHRYCANAFKLHRLPIPRPGEVLGLVGTNGIGKSTALKILAGKQKPNLGKYDDPPDWQEILTYFRGSELQNYFTKILEDDLKAIIKPQYVDQIPKAAKGTVGSILDRKDETKTQAIVCQQLDLTHLKERNVEDLSGGELQRFACAVVCIQKADIFMFDEPSSYLDVKQRLKAAITIRSLINPDRYIIVVEHDLSVLDYLSDFICCLYGVPSAYGVVT.... Result: 0 (no interaction). (2) The miRNA is hsa-miR-125a-3p with sequence ACAGGUGAGGUUCUUGGGAGCC. The protein sequence of the target gene is MAAAPRAGRRRGQPLLALLLLLLAPLPPGAPPGADAYFPEERWSPESPLQAPRVLIALLARNAAHALPTTLGALERLRHPRERTALWVATDHNMDNTSTVLREWLVAVKSLYHSVEWRPAEEPRSYPDEEGPKHWSDSRYEHVMKLRQAALKSARDMWADYILFVDADNLILNPDTLSLLIAENKTVVAPMLDSRAAYSNFWCGMTSQGYYKRTPAYIPIRKRDRRGCFAVPMVHSTFLIDLRKAASRNLAFYPPHPDYTWSFDDIIVFAFSCKQAEVQMYVCNKEEYGFLPVPLRAHST.... Result: 1 (interaction). (3) The protein sequence of the target gene is MQGMASVVSCEPWALLGRGALCTKARPGGGPAAGTVVAPGSPDRGRPRSRNSLASQDQQGAVTSGTAHKALFSRDTNFLQEINRKQEAAPTGTRHKAKSQGLVTFGDVAVVFSQEEWEWLNSEQRSLYWKVMLDNYRNLASLGLCASQPDMITSLEQGRDPWMMKRKMRKGQHLDLKAMQETKEFPPKDLSEETLFLAVLRKQLLPHRPKCSMVRAAWEGGAVFTTHRGLKTNSGLARDSPAQLVSAQRSFCKSVTWENCGDRGSVGQQSVQEAQDLLPRQDSHAERVTGRTWSTKLECS.... Result: 0 (no interaction). The miRNA is hsa-miR-1202 with sequence GUGCCAGCUGCAGUGGGGGAG. (4) The miRNA is mmu-miR-1907 with sequence GAGCAGCAGAGGAUCUGGAGGU. The protein sequence of the target gene is MTSLLGLAVRLLLFQPALMVFWASQVRQNCRNGSYEISVLMMDNSAYKEPMQNLREAVEEGLDIVRKRLREADLNVTVNATFIYSDGLIHKSGDCRSSTCEGLDLLREITRDHKMGCALMGPSCTYSTFQMYLDTELNYPMISAGSYGLSCDYKETLTRILPPARKLMYFLVDFWKVNNASFKPFSWNSSYVYKNGSEPEDCFWYLNALEAGVSYFSEVLNFKDVLRRSEQFQEILTGHNRKSNVIVMCGTPESFYDVKGDLQVAEDTVVILVDLFSNHYFEENTTAPEYMDNVLVLTLP.... Result: 0 (no interaction). (5) The miRNA is hsa-miR-4705 with sequence UCAAUCACUUGGUAAUUGCUGU. The protein sequence of the target gene is MVRARHQPGGLCLLLLLLCQFMEDRSAQAGNCWLRQAKNGRCQVLYKTELSKEECCSTGRLSTSWTEEDVNDNTLFKWMIFNGGAPNCIPCKETCENVDCGPGKKCRMNKKNKPRCVCAPDCSNITWKGPVCGLDGKTYRNECALLKARCKEQPELEVQYQGRCKKTCRDVFCPGSSTCVVDQTNNAYCVTCNRICPEPASSEQYLCGNDGVTYSSACHLRKATCLLGRSIGLAYEGKCIKAKSCEDIQCTGGKKCLWDFKVGRGRCSLCDELCPDSKSDEPVCASDNATYASECAMKEA.... Result: 0 (no interaction). (6) The miRNA is hsa-miR-28-3p with sequence CACUAGAUUGUGAGCUCCUGGA. The protein sequence of the target gene is MGPTRKPNVCSRLSRRALGCFSRDAGVVQRTNLGILRALVCQESTKFKNVWTTHSRSPIAYERGRIYFDNYRRCVSSVASEPRKLYEMPKCSKSEKIEDALLWECPVGDILPNSSDYKSSLIALTAHNWLLRISATTGKILEKIYLAPYCKFRYLSWDTPQEVIAVKSAQNRGSAVARQAGIQQHVLLYLAVFRVLPFSLVGILEINKKIFGNVTDATLSHGILIVMYSSGLVRLYSFQTIAEQFMQQKLDLGCACRWGGTTGTVGEAPFGIPCNIKITDMPPLLFEVSSLENAFQIGGH.... Result: 0 (no interaction). (7) The miRNA is hsa-miR-6821-3p with sequence UGACCUCUCCGCUCCGCACAG. The protein sequence of the target gene is MNLRLCVQALLLLWLSLTAVCGVPLMLPPDGTGLEEGSMRYLVKPRTSRTGPGAWQGGRRKFRRQRPRLSHKGPMPF. Result: 0 (no interaction).